From a dataset of Forward reaction prediction with 1.9M reactions from USPTO patents (1976-2016). Predict the product of the given reaction. (1) Given the reactants [CH:1]1([C:4]2[C:9]([C:10]([F:13])([F:12])[F:11])=[C:8]([CH2:14][N:15]3C(=O)C4C(=CC=CC=4)C3=O)[CH:7]=[C:6]([C:26]3[CH:27]=[N:28][C:29]([C:32]([F:35])([F:34])[F:33])=[N:30][CH:31]=3)[N:5]=2)[CH2:3][CH2:2]1.O.NN, predict the reaction product. The product is: [CH:1]1([C:4]2[C:9]([C:10]([F:13])([F:11])[F:12])=[C:8]([CH2:14][NH2:15])[CH:7]=[C:6]([C:26]3[CH:27]=[N:28][C:29]([C:32]([F:34])([F:35])[F:33])=[N:30][CH:31]=3)[N:5]=2)[CH2:3][CH2:2]1. (2) Given the reactants [CH3:1][C:2]1[CH:7]=[C:6]([CH3:8])[CH:5]=[C:4]([CH3:9])[C:3]=1[OH:10].C([N:13](CC)CC)C.[C:18](Cl)(=[O:20])[CH3:19], predict the reaction product. The product is: [C:18]([O:10][C:3]1[C:4]([CH3:9])=[C:5]([C:6]([CH3:8])=[CH:7][C:2]=1[CH3:1])[NH2:13])(=[O:20])[CH3:19]. (3) The product is: [S:1]1[CH:5]=[CH:4][CH:3]=[C:2]1[S:6]([N:9]1[CH2:14][CH2:13][N:12]([C:15]2[N:16]=[CH:17][C:18]([C@:21]([OH:27])([CH3:26])[C:22]([F:24])([F:23])[F:25])=[CH:19][N:20]=2)[C@@H:11]([CH2:28][N:29]2[C@H:34]3[C@H:35]([OH:37])[CH2:36][C@@H:30]2[CH2:31][O:32][CH2:33]3)[CH2:10]1)(=[O:7])=[O:8]. Given the reactants [S:1]1[CH:5]=[CH:4][CH:3]=[C:2]1[S:6]([N:9]1[CH2:14][CH2:13][N:12]([C:15]2[N:20]=[CH:19][C:18]([C@@:21]([OH:27])([CH3:26])[C:22]([F:25])([F:24])[F:23])=[CH:17][N:16]=2)[C@@H:11]([CH2:28][N:29]2[C@H:34]3[C@H:35]([OH:37])[CH2:36][C@@H:30]2[CH2:31][O:32][CH2:33]3)[CH2:10]1)(=[O:8])=[O:7].S1C=CC=C1S(N1CCN(C2N=CC([C@](O)(C)C(F)(F)F)=CN=2)[C@@H](CN2[C@@H]3[C@@H](O)C[C@H]2COC3)C1)(=O)=O.S1C=CC=C1S(N1CCN(C2N=CC([C@@](O)(C)C(F)(F)F)=CN=2)[C@@H](CN2[C@@H]3[C@@H](O)C[C@H]2COC3)C1)(=O)=O, predict the reaction product. (4) Given the reactants [CH3:1][N:2]1[C:6]2[CH:7]=[CH:8][CH:9]=[CH:10][C:5]=2[CH2:4][S:3]1(=[O:12])=[O:11].[Br:13]N1C(=O)CCC1=O.O, predict the reaction product. The product is: [Br:13][C:9]1[CH:8]=[CH:7][C:6]2[N:2]([CH3:1])[S:3](=[O:11])(=[O:12])[CH2:4][C:5]=2[CH:10]=1. (5) The product is: [OH:8][C@H:9]1[CH2:14][CH2:13][C@H:12]([NH:15][C:16]2[CH:23]=[C:22]([N:24]3[C:32]4[C:27](=[C:28]([C:33]5[CH:34]=[N:35][C:36]6[C:41]([CH:42]=5)=[CH:40][CH:39]=[CH:38][CH:37]=6)[CH:29]=[CH:30][CH:31]=4)[C:26]([CH3:43])=[N:25]3)[CH:21]=[CH:20][C:17]=2[C:18]([NH2:19])=[O:3])[CH2:11][CH2:10]1. Given the reactants C([OH:3])C.[OH-].[Na+].OO.[OH:8][C@H:9]1[CH2:14][CH2:13][C@H:12]([NH:15][C:16]2[CH:23]=[C:22]([N:24]3[C:32]4[C:27](=[C:28]([C:33]5[CH:34]=[N:35][C:36]6[C:41]([CH:42]=5)=[CH:40][CH:39]=[CH:38][CH:37]=6)[CH:29]=[CH:30][CH:31]=4)[C:26]([CH3:43])=[N:25]3)[CH:21]=[CH:20][C:17]=2[C:18]#[N:19])[CH2:11][CH2:10]1, predict the reaction product. (6) Given the reactants [Br:1][C:2]1[CH:3]=[C:4]([C:9]2[CH:14]=[CH:13][C:12]([CH2:15][NH:16][C:17](=[O:23])[O:18][C:19]([CH3:22])([CH3:21])[CH3:20])=[CH:11][CH:10]=2)[CH:5]=[CH:6][C:7]=1[OH:8].Br[CH2:25][C:26]([O:28][CH3:29])=[O:27].C(=O)([O-])[O-].[K+].[K+], predict the reaction product. The product is: [CH3:29][O:28][C:26](=[O:27])[CH2:25][O:8][C:7]1[CH:6]=[CH:5][C:4]([C:9]2[CH:10]=[CH:11][C:12]([CH2:15][NH:16][C:17]([O:18][C:19]([CH3:20])([CH3:22])[CH3:21])=[O:23])=[CH:13][CH:14]=2)=[CH:3][C:2]=1[Br:1].